From a dataset of Peptide-MHC class II binding affinity with 134,281 pairs from IEDB. Regression. Given a peptide amino acid sequence and an MHC pseudo amino acid sequence, predict their binding affinity value. This is MHC class II binding data. (1) The peptide sequence is GELQIVDKIEAAFKI. The MHC is DRB1_0802 with pseudo-sequence DRB1_0802. The binding affinity (normalized) is 0.502. (2) The peptide sequence is SGKAFGAMAKKGQED. The MHC is HLA-DPA10301-DPB10402 with pseudo-sequence HLA-DPA10301-DPB10402. The binding affinity (normalized) is 0.0161.